From a dataset of Full USPTO retrosynthesis dataset with 1.9M reactions from patents (1976-2016). Predict the reactants needed to synthesize the given product. (1) Given the product [C:1]([C:4]1[CH:5]=[N:6][C:7]2[C:12]([C:13]=1[NH:14][C:15]1[CH:16]=[CH:17][C:18]([N:21]3[CH2:26][CH2:25][CH2:24][CH:23]([NH:27][C:28](=[O:34])[O:29][C:30]([CH3:33])([CH3:32])[CH3:31])[CH2:22]3)=[N:19][CH:20]=1)=[CH:11][C:10]([C:41]1[CH:42]=[C:37]([Cl:36])[C:38]([OH:53])=[C:39]([Cl:52])[CH:40]=1)=[CH:9][CH:8]=2)(=[O:3])[CH3:2], predict the reactants needed to synthesize it. The reactants are: [C:1]([C:4]1[CH:5]=[N:6][C:7]2[C:12]([C:13]=1[NH:14][C:15]1[CH:16]=[CH:17][C:18]([N:21]3[CH2:26][CH2:25][CH2:24][CH:23]([NH:27][C:28](=[O:34])[O:29][C:30]([CH3:33])([CH3:32])[CH3:31])[CH2:22]3)=[N:19][CH:20]=1)=[CH:11][C:10](Br)=[CH:9][CH:8]=2)(=[O:3])[CH3:2].[Cl:36][C:37]1[CH:42]=[C:41](B2OC(C)(C)C(C)(C)O2)[CH:40]=[C:39]([Cl:52])[C:38]=1[OH:53]. (2) Given the product [Si:1]([O:8][C@H:9]1[CH2:14][N:13]([C:15]([O:17][C:18]([CH3:21])([CH3:20])[CH3:19])=[O:16])[C@@H:12]([CH2:22][OH:23])[CH2:11][CH2:10]1)([C:4]([CH3:7])([CH3:6])[CH3:5])([CH3:3])[CH3:2], predict the reactants needed to synthesize it. The reactants are: [Si:1]([O:8][C@H:9]1[CH2:14][N:13]([C:15]([O:17][C:18]([CH3:21])([CH3:20])[CH3:19])=[O:16])[C@@H:12]([C:22](OCC)=[O:23])[CH2:11][CH2:10]1)([C:4]([CH3:7])([CH3:6])[CH3:5])([CH3:3])[CH3:2].[H-].[H-].[H-].[H-].[Li+].[Al+3]. (3) Given the product [OH:16][CH2:15][C:14]([CH2:17][O:18][CH2:19][CH2:20][CH2:21][P:4]([OH:6])([CH2:3][CH:2]([CH3:1])[CH2:7][C:8]([CH3:10])([CH3:9])[CH3:11])=[O:5])([CH2:13][CH3:12])[CH2:22][O:23][CH2:24][CH2:25][CH2:26][P:4]([CH2:3][CH:2]([CH3:1])[CH2:7][C:8]([CH3:10])([CH3:9])[CH3:11])(=[O:5])[OH:6], predict the reactants needed to synthesize it. The reactants are: [CH3:1][CH:2]([CH2:7][C:8]([CH3:11])([CH3:10])[CH3:9])[CH2:3][PH:4](=[O:6])[OH:5].[CH3:12][CH2:13][C:14]([CH2:22][O:23][CH2:24][CH:25]=[CH2:26])([CH2:17][O:18][CH2:19][CH:20]=[CH2:21])[CH2:15][OH:16]. (4) The reactants are: FC(F)(F)C(O)=O.[NH2:8][CH2:9][C:10]([C:12]1[CH:13]=[N:14][CH:15]=[CH:16][CH:17]=1)=[O:11].[CH3:18][C:19]1[NH:20][C:21]2[CH:27]=[C:26]([C:28](O)=O)[CH:25]=[CH:24][C:22]=2[N:23]=1.F[P-](F)(F)(F)(F)F.CN([P+](N(C)C)(N(C)C)Cl)C.C(N(CC)C(C)C)(C)C. Given the product [CH3:18][C:19]1[NH:20][C:21]2[CH:27]=[C:26]([C:28]3[O:11][C:10]([C:12]4[CH:13]=[N:14][CH:15]=[CH:16][CH:17]=4)=[CH:9][N:8]=3)[CH:25]=[CH:24][C:22]=2[N:23]=1, predict the reactants needed to synthesize it. (5) Given the product [CH2:14]([N:3]([CH2:1][CH3:2])[CH2:4][CH2:5][O:6][C:7]1[CH:8]=[CH:9][C:10]([NH:13][C:29](=[O:30])[C:28]#[C:27][C:18]2[CH:19]=[CH:20][C:21]([C:23]([F:25])([F:24])[F:26])=[CH:22][C:17]=2[Cl:16])=[CH:11][CH:12]=1)[CH3:15], predict the reactants needed to synthesize it. The reactants are: [CH2:1]([N:3]([CH2:14][CH3:15])[CH2:4][CH2:5][O:6][C:7]1[CH:12]=[CH:11][C:10]([NH2:13])=[CH:9][CH:8]=1)[CH3:2].[Cl:16][C:17]1[CH:22]=[C:21]([C:23]([F:26])([F:25])[F:24])[CH:20]=[CH:19][C:18]=1[C:27]#[C:28][C:29](O)=[O:30]. (6) Given the product [Cl:1][C:2]1[CH:7]=[CH:6][C:5]([C:8]2[C:31]([NH2:32])=[C:21]3[CH:22]=[N:23][N:24]([C:25]4[CH:30]=[CH:29][CH:28]=[CH:27][CH:26]=4)[C:20]3=[N:19][C:9]=2[C:11]2[CH:16]=[CH:15][C:14]([Cl:17])=[CH:13][C:12]=2[Cl:18])=[CH:4][CH:3]=1, predict the reactants needed to synthesize it. The reactants are: [Cl:1][C:2]1[CH:7]=[CH:6][C:5]([CH2:8][C:9]([C:11]2[CH:16]=[CH:15][C:14]([Cl:17])=[CH:13][C:12]=2[Cl:18])=O)=[CH:4][CH:3]=1.[NH2:19][C:20]1[N:24]([C:25]2[CH:30]=[CH:29][CH:28]=[CH:27][CH:26]=2)[N:23]=[CH:22][C:21]=1[C:31]#[N:32].CCOC(C)=O. (7) Given the product [Cl:1][C:2]1[CH:3]=[N:4][CH:5]=[C:6]([O:10][C:11]2[CH:16]=[CH:15][CH:14]=[CH:13][N:12]=2)[C:7]=1[CH2:8][Cl:19], predict the reactants needed to synthesize it. The reactants are: [Cl:1][C:2]1[CH:3]=[N:4][CH:5]=[C:6]([O:10][C:11]2[CH:16]=[CH:15][CH:14]=[CH:13][N:12]=2)[C:7]=1[CH2:8]O.O=S(Cl)[Cl:19].C(N1C=CN=C1SC1C=NC=C(Cl)C=1CCl)CCC. (8) Given the product [C:19]([O:23][C:24]([NH:26][CH:27]1[CH2:31][CH2:30][N:29]([CH2:6][C:5]2[CH:8]=[CH:9][C:2]([Cl:1])=[CH:3][CH:4]=2)[CH2:28]1)=[O:25])([CH3:22])([CH3:20])[CH3:21], predict the reactants needed to synthesize it. The reactants are: [Cl:1][C:2]1[CH:9]=[CH:8][C:5]([CH2:6]Cl)=[CH:4][CH:3]=1.CCN(C(C)C)C(C)C.[C:19]([O:23][C:24]([NH:26][CH:27]1[CH2:31][CH2:30][NH:29][CH2:28]1)=[O:25])([CH3:22])([CH3:21])[CH3:20]. (9) Given the product [Br:1][C:2]1[CH:7]=[CH:6][CH:5]=[CH:4][C:3]=1[C:8]1[NH:43][C:33]2[C:34]([C:9]=1[CH2:10][CH2:11][CH2:12][N:13]1[CH2:18][CH2:17][CH:16]([C:19]3[CH:20]=[C:21]([NH:25][C:26](=[O:30])[CH:27]([CH3:29])[CH3:28])[CH:22]=[CH:23][CH:24]=3)[CH2:15][CH2:14]1)=[CH:35][CH:36]=[C:37]1[CH:38]=[CH:39][CH:40]=[CH:41][C:42]=21, predict the reactants needed to synthesize it. The reactants are: [Br:1][C:2]1[CH:7]=[CH:6][CH:5]=[CH:4][C:3]=1[C:8](=O)[CH2:9][CH2:10][CH2:11][CH2:12][N:13]1[CH2:18][CH2:17][CH:16]([C:19]2[CH:20]=[C:21]([NH:25][C:26](=[O:30])[CH:27]([CH3:29])[CH3:28])[CH:22]=[CH:23][CH:24]=2)[CH2:15][CH2:14]1.Cl.[C:33]1([NH:43]N)[C:42]2[C:37](=[CH:38][CH:39]=[CH:40][CH:41]=2)[CH:36]=[CH:35][CH:34]=1.